This data is from Forward reaction prediction with 1.9M reactions from USPTO patents (1976-2016). The task is: Predict the product of the given reaction. Given the reactants [CH2:1]([O:3][C:4]([CH2:6][N:7]1[CH:16]=[C:15]([C:17]([OH:19])=O)[C:14]2[N:13]=[C:12]3[C:20]([CH3:24])=[CH:21][CH:22]=[CH:23][C:11]3=[CH:10][C:9]=2[C:8]1=[O:25])=[O:5])[CH3:2].[CH:26]1[N:30]=[CH:29][N:28]([C:31](N2C=NC=C2)=O)[CH:27]=1, predict the reaction product. The product is: [CH3:29][N:28]([CH3:31])[CH2:27][CH2:26][NH:30][C:17]([C:15]1[C:14]2[N:13]=[C:12]3[C:20]([CH3:24])=[CH:21][CH:22]=[CH:23][C:11]3=[CH:10][C:9]=2[C:8](=[O:25])[N:7]([CH2:6][C:4]([O:3][CH2:1][CH3:2])=[O:5])[CH:16]=1)=[O:19].